Task: Predict which catalyst facilitates the given reaction.. Dataset: Catalyst prediction with 721,799 reactions and 888 catalyst types from USPTO (1) Reactant: I[C:2]1[CH:7]=[CH:6][N:5]=[CH:4][C:3]=1[NH:8][CH2:9][C:10](=[O:13])[CH2:11][CH3:12].[F:14][C:15]1[CH:20]=[CH:19][C:18](B(O)O)=[C:17]([O:24][CH3:25])[CH:16]=1. Product: [F:14][C:15]1[CH:20]=[CH:19][C:18]([C:2]2[CH:7]=[CH:6][N:5]=[CH:4][C:3]=2[NH:8][CH2:9][C:10](=[O:13])[CH2:11][CH3:12])=[C:17]([O:24][CH3:25])[CH:16]=1. The catalyst class is: 243. (2) Reactant: Br[CH2:2][C:3]1[CH:4]=[CH:5][C:6]([NH:9][C:10](=[O:29])[C:11]2[CH:16]=[C:15]([O:17][CH2:18][CH2:19][C:20]3[CH:24]=[CH:23][S:22][CH:21]=3)[CH:14]=[C:13]([O:25][CH:26]([CH3:28])[CH3:27])[CH:12]=2)=[N:7][CH:8]=1.[P:30]([O:37]CC)([O:34][CH2:35][CH3:36])[O:31][CH2:32][CH3:33].CO.C(OCC)(=O)C. Product: [CH2:32]([O:31][P:30]([CH2:2][C:3]1[CH:8]=[N:7][C:6]([NH:9][C:10](=[O:29])[C:11]2[CH:16]=[C:15]([O:17][CH2:18][CH2:19][C:20]3[CH:24]=[CH:23][S:22][CH:21]=3)[CH:14]=[C:13]([O:25][CH:26]([CH3:28])[CH3:27])[CH:12]=2)=[CH:5][CH:4]=1)(=[O:37])[O:34][CH2:35][CH3:36])[CH3:33]. The catalyst class is: 3. (3) Reactant: [NH2:1][C:2]12[CH2:9][CH2:8][C:5]([C:10]([O:12][CH2:13][CH3:14])=[O:11])([CH2:6][CH2:7]1)[CH2:4][CH2:3]2.C(NC(C)C)(C)C.Br[CH2:23][C:24]([N:26]1[CH2:30][C@@H:29]([F:31])[CH2:28][C@H:27]1[C:32]#[N:33])=[O:25].O. Product: [CH2:13]([O:12][C:10]([C:5]12[CH2:4][CH2:3][C:2]([NH:1][CH2:23][C:24]([N:26]3[CH2:30][C@@H:29]([F:31])[CH2:28][C@H:27]3[C:32]#[N:33])=[O:25])([CH2:9][CH2:8]1)[CH2:7][CH2:6]2)=[O:11])[CH3:14]. The catalyst class is: 10. (4) Reactant: [CH2:1]1[C:10]2[C:5](=[CH:6][CH:7]=[C:8]([OH:11])[CH:9]=2)[CH2:4][CH2:3][NH:2]1.[C:12]([O:16][C:17](O[C:17]([O:16][C:12]([CH3:15])([CH3:14])[CH3:13])=[O:18])=[O:18])([CH3:15])([CH3:14])[CH3:13].CCOC(C)=O.CCCCCC. Product: [OH:11][C:8]1[CH:9]=[C:10]2[C:5]([CH2:4][CH2:3][N:2]([C:17]([O:16][C:12]([CH3:15])([CH3:14])[CH3:13])=[O:18])[CH2:1]2)=[CH:6][CH:7]=1. The catalyst class is: 3. (5) Reactant: [NH2:1][C:2]1[CH:3]=[CH:4][C:5]([CH3:9])=[CH:6][C:7]=1[OH:8].O(CC)[C:11]([S-])=[S:12].[K+].Cl. Product: [CH3:9][C:5]1[CH:4]=[CH:3][C:2]2[NH:1][C:11](=[S:12])[O:8][C:7]=2[CH:6]=1. The catalyst class is: 17.